From a dataset of Forward reaction prediction with 1.9M reactions from USPTO patents (1976-2016). Predict the product of the given reaction. (1) Given the reactants [CH3:1][C:2]1[CH:7]=[CH:6][C:5]([S:8]([N:11]2[C:19]3[C:14](=[CH:15][CH:16]=[CH:17][CH:18]=3)[C:13](B(O)O)=[CH:12]2)(=[O:10])=[O:9])=[CH:4][CH:3]=1.Cl[C:24]1[N:29]=[C:28]([NH2:30])[N:27]=[C:26]([NH:31][C@H:32]([CH:34]2[CH2:36][CH2:35]2)[CH3:33])[CH:25]=1, predict the reaction product. The product is: [CH:34]1([C@@H:32]([NH:31][C:26]2[CH:25]=[C:24]([C:13]3[C:14]4[C:19](=[CH:18][CH:17]=[CH:16][CH:15]=4)[N:11]([S:8]([C:5]4[CH:6]=[CH:7][C:2]([CH3:1])=[CH:3][CH:4]=4)(=[O:10])=[O:9])[CH:12]=3)[N:29]=[C:28]([NH2:30])[N:27]=2)[CH3:33])[CH2:36][CH2:35]1. (2) Given the reactants [NH2:1][C@@H:2]([CH2:6][O:7][Si:8]([C:11]([CH3:14])([CH3:13])[CH3:12])([CH3:10])[CH3:9])[CH2:3][CH2:4][OH:5].N1C=CC=CC=1.[C:21](Cl)(Cl)=[O:22], predict the reaction product. The product is: [Si:8]([O:7][CH2:6][C@H:2]1[CH2:3][CH2:4][O:5][C:21](=[O:22])[NH:1]1)([C:11]([CH3:14])([CH3:13])[CH3:12])([CH3:10])[CH3:9]. (3) Given the reactants Br[C:2]1[CH:7]=[C:6]([CH3:8])[C:5]([NH:9][C:10](=[O:15])[C:11]([F:14])([F:13])[F:12])=[C:4]([CH3:16])[CH:3]=1.[CH:17]1(B2OC(C)(C)C(C)(C)O2)[CH2:19][CH2:18]1.C([O-])([O-])=O.[Na+].[Na+], predict the reaction product. The product is: [CH:17]1([C:2]2[CH:7]=[C:6]([CH3:8])[C:5]([NH:9][C:10](=[O:15])[C:11]([F:14])([F:13])[F:12])=[C:4]([CH3:16])[CH:3]=2)[CH2:19][CH2:18]1.